Dataset: Catalyst prediction with 721,799 reactions and 888 catalyst types from USPTO. Task: Predict which catalyst facilitates the given reaction. (1) Reactant: CN(C(ON1N=NC2C=CC=NC1=2)=[N+](C)C)C.F[P-](F)(F)(F)(F)F.[F:25][C:26]1[CH:27]=[C:28]([NH:37][C:38]([C@@H:40]2[NH:49][CH2:48][CH2:47][C:46]3[N:45]=[C:44]([O:50][CH3:51])[CH:43]=[CH:42][C:41]2=3)=[O:39])[CH:29]=[C:30]2[C:34]=1[C:33]([CH3:36])([CH3:35])[CH2:32][CH2:31]2.[C:52]([O:56][C:57](=[O:66])[CH2:58][C@H:59]1[CH2:62][C@H:61]([C:63](O)=[O:64])[CH2:60]1)([CH3:55])([CH3:54])[CH3:53].CCN(C(C)C)C(C)C. Product: [F:25][C:26]1[CH:27]=[C:28]([NH:37][C:38]([C@@H:40]2[N:49]([C:63]([C@H:61]3[CH2:60][C@H:59]([CH2:58][C:57]([O:56][C:52]([CH3:55])([CH3:54])[CH3:53])=[O:66])[CH2:62]3)=[O:64])[CH2:48][CH2:47][C:46]3[N:45]=[C:44]([O:50][CH3:51])[CH:43]=[CH:42][C:41]2=3)=[O:39])[CH:29]=[C:30]2[C:34]=1[C:33]([CH3:35])([CH3:36])[CH2:32][CH2:31]2. The catalyst class is: 18. (2) Reactant: [Br:1][C:2]1[CH:3]=[C:4]([CH2:8][NH:9][S:10]([CH2:13][CH3:14])(=[O:12])=[O:11])[CH:5]=[N:6][CH:7]=1.[H-].[Na+].I[CH2:18][CH3:19]. Product: [Br:1][C:2]1[CH:3]=[C:4]([CH2:8][N:9]([CH2:18][CH3:19])[S:10]([CH2:13][CH3:14])(=[O:11])=[O:12])[CH:5]=[N:6][CH:7]=1. The catalyst class is: 3. (3) Reactant: FC(F)(F)S(O[C:7]1[C:16]2[C:11](=[CH:12][C:13]([Cl:17])=[CH:14][CH:15]=2)[C:10]([Cl:18])=[CH:9][N:8]=1)(=O)=O.B(O)O.[C:24](=O)([O-])[O-].[K+].[K+].[C:30]1([CH3:36])[CH:35]=[CH:34][CH:33]=[CH:32][CH:31]=1. Product: [Cl:18][C:10]1[C:11]2[C:16](=[CH:15][CH:14]=[C:13]([Cl:17])[CH:12]=2)[C:7]([C:32]2[CH:33]=[C:34]([CH3:24])[CH:35]=[C:30]([CH3:36])[CH:31]=2)=[N:8][CH:9]=1. The catalyst class is: 103.